From a dataset of Full USPTO retrosynthesis dataset with 1.9M reactions from patents (1976-2016). Predict the reactants needed to synthesize the given product. (1) Given the product [Cl:1][C:2]1[C:3](/[C:12](=[N:27]/[O:28][CH:36]([CH3:38])[CH3:37])/[CH2:13][NH:14][C:15](=[O:26])[C:16]2[CH:21]=[CH:20][CH:19]=[CH:18][C:17]=2[C:22]([F:24])([F:25])[F:23])=[N:4][CH:5]=[C:6]([C:8]([F:10])([F:9])[F:11])[CH:7]=1, predict the reactants needed to synthesize it. The reactants are: [Cl:1][C:2]1[C:3]([C:12](=[N:27][OH:28])[CH2:13][NH:14][C:15](=[O:26])[C:16]2[CH:21]=[CH:20][CH:19]=[CH:18][C:17]=2[C:22]([F:25])([F:24])[F:23])=[N:4][CH:5]=[C:6]([C:8]([F:11])([F:10])[F:9])[CH:7]=1.C(=O)([O-])[O-].[K+].[K+].I[CH:36]([CH3:38])[CH3:37].O. (2) Given the product [CH3:2][O:28][C:27](=[O:29])[CH2:26][CH2:25][N:21]1[C:22]2[C:18](=[CH:17][C:16]([O:15][CH2:8][C:9]3[CH:14]=[CH:13][CH:12]=[CH:11][CH:10]=3)=[CH:24][CH:23]=2)[CH:19]=[CH:20]1, predict the reactants needed to synthesize it. The reactants are: [Si](C=[N+]=[N-])(C)(C)[CH3:2].[CH2:8]([O:15][C:16]1[CH:17]=[C:18]2[C:22](=[CH:23][CH:24]=1)[N:21]([CH2:25][CH2:26][C:27]([OH:29])=[O:28])[CH:20]=[CH:19]2)[C:9]1[CH:14]=[CH:13][CH:12]=[CH:11][CH:10]=1.C(O)(=O)C.